Dataset: Experimentally validated miRNA-target interactions with 360,000+ pairs, plus equal number of negative samples. Task: Binary Classification. Given a miRNA mature sequence and a target amino acid sequence, predict their likelihood of interaction. (1) The miRNA is hsa-miR-4743-5p with sequence UGGCCGGAUGGGACAGGAGGCAU. The protein sequence of the target gene is MAALMSEISPGANSAPLPGHPNKVICERVRLQSLFPLLPSDQNTTIQEDAHFKAFFQSEDSPSPKRQRLSHSVFDYTSASPAPSPPMRPWEMTSNRQPPSVRPNQHHFSGERCNTPARNRRSPPVRRQRGRRERLSRHNSISQDENYHHLPYAQQQAIEEPRAFHPPNVSPRLLHPAAHPPQQNAVMVDIHDQLHQGTVPVSYTVTTVAPHGLPLCTGQHIPACSTQQVPGCSVVFSGQHLPVCSVPPPMLQACSVQHLPVPYAAFPPLISSDPFLIHPPHLSPHHPPHLPPPGQFVPFQ.... Result: 0 (no interaction). (2) The miRNA is mmu-miR-24-3p with sequence UGGCUCAGUUCAGCAGGAACAG. The protein sequence of the target gene is MVTCVPASEQVGCAERDSQVYCEDTGGTEAVRVTDCGSPEDSGPQDEPSYCNSEDSGQLMASYEGKARGYQVPPFGWRICLAHEFAEKRRPFQANNISLSNLVKHLGMGLRYLKWWYRKTHVEKKTPFIDMLNSLPLRQIYGCPLGGIGGGTITRGWRGQFCRWQLNPGMYQHQTVIADQFIVCLRRDGRTVYQQVLSLELPNVLRSWNWGLCGYFAFYHALYPRAWTVYQLPGQNVTLTCRQVTPILPHDYQDSSLPVGVFVWDVENEGDETLDVSITFSMRNGLGGEDDAAGSLWNEP.... Result: 1 (interaction). (3) The miRNA is hsa-miR-4719 with sequence UCACAAAUCUAUAAUAUGCAGG. The protein sequence of the target gene is MGCTLSAEDKAAVERSKMIDRNLREDGEKAAREVKLLLLGAGESGKSTIVKQMKIIHEAGYSEEECKQYKAVVYSNTIQSIIAIIRAMGRLKIDFGDSARADDARQLFVLAGAAEEGFMTAELAGVIKRLWKDSGVQACFNRSREYQLNDSAAYYLNDLDRIAQPNYIPTQQDVLRTRVKTTGIVETHFTFKDLHFKMFDVGGQRSERKKWIHCFEGVTAIIFCVALSDYDLVLAEDEEMNRMHESMKLFDSICNNKWFTDTSIILFLNKKDLFEEKIKKSPLTICYPEYAGSNTYEEAA.... Result: 1 (interaction). (4) The miRNA is gga-miR-21-5p with sequence UAGCUUAUCAGACUGAUGUUGA. The protein sequence of the target gene is MAASEDGSGCLVSRGRSQSDPSVLTDSSATSSADAGENPDEMDQTPPARPEYLVSGIRTPPVRRNSKLATLGRIFKPWKWRKKKNEKLKQTTSALEKKMAGRQGREELIKKGLLEMMEQDAESKTCNPDGGPRSVQSEPPTPKSETLTSEDAQPGSPLATGTDQVSLDKPLSSAAHLDDAAKMPSASSGEEADAGSLLPTTNELSQALAGADSLDSPPRPLERSVGQLPSPPLLPTPPPKASSKTTKNVTGQATLFQASSMKSADPSLRGQLSTPTGSPHLTTVHRPLPPSRVIEELHRA.... Result: 0 (no interaction). (5) The miRNA is hsa-miR-6819-5p with sequence UUGGGGUGGAGGGCCAAGGAGC. The protein sequence of the target gene is MISLTDTQKIGMGLTGFGVFFLFFGMILFFDKALLAIGNVLFVAGLAFVIGLERTFRFFFQRHKVKATGFFLGGVFVVLIGWPLIGMIFEIYGFFLLFRGFFPVVVGFIRRVPVLGSLLNLPGIRSFVDKVGESNNMV. Result: 0 (no interaction). (6) The miRNA is mmu-let-7a-5p with sequence UGAGGUAGUAGGUUGUAUAGUU. The protein sequence of the target gene is MPVPPPPAPPPPPTFALANTEKPTLNKTEQAGRNALLSDISKGKKLKKTVTNDRSAPILDKPKGAGASAGGYGGGGGGGGGGGGGGGGSGGNFGGGGPPGLGGLFQAGMPKLRSTANRDNDSGGSRPPILPPGGRATSAKPFSPPSGPGRFPAPSPGHRSGPPEPPRNRMPPPRPDVGSKPDSLPPPVPNTPRPVPSSLHNRGSPAGLGAPRPPFPGNRGAAFGAGSARQNPSGSSSPFPRPPLPPTPSRALDDKPPPPPPPVGNRPSMHREAVPPPPSQTSKPPVPSTPRPGLGSQAPP.... Result: 0 (no interaction).